From a dataset of Catalyst prediction with 721,799 reactions and 888 catalyst types from USPTO. Predict which catalyst facilitates the given reaction. (1) Product: [C:22]1([N:8]([C:6](=[O:7])[C:5]2[CH:32]=[CH:33][C:2]([B:34]3[O:38][C:37]([CH3:40])([CH3:39])[C:36]([CH3:42])([CH3:41])[O:35]3)=[CH:3][CH:4]=2)[C@@H:9]2[CH2:14][CH2:13][CH2:12][N:11]([C:15]([O:17][C:18]([CH3:19])([CH3:20])[CH3:21])=[O:16])[CH2:10]2)[C:31]2[C:26](=[CH:27][CH:28]=[CH:29][CH:30]=2)[CH:25]=[CH:24][N:23]=1. Reactant: Br[C:2]1[CH:33]=[CH:32][C:5]([C:6]([N:8]([C:22]2[C:31]3[C:26](=[CH:27][CH:28]=[CH:29][CH:30]=3)[CH:25]=[CH:24][N:23]=2)[C@@H:9]2[CH2:14][CH2:13][CH2:12][N:11]([C:15]([O:17][C:18]([CH3:21])([CH3:20])[CH3:19])=[O:16])[CH2:10]2)=[O:7])=[CH:4][CH:3]=1.[B:34]1([B:34]2[O:38][C:37]([CH3:40])([CH3:39])[C:36]([CH3:42])([CH3:41])[O:35]2)[O:38][C:37]([CH3:40])([CH3:39])[C:36]([CH3:42])([CH3:41])[O:35]1.CC([O-])=O.[K+]. The catalyst class is: 75. (2) Reactant: [NH2:1][C:2]1[NH:6][N:5]=[C:4]([CH2:7][CH3:8])[C:3]=1[CH2:9][C:10]1[CH:17]=[CH:16]C(C#N)=[CH:12][CH:11]=1.[CH3:18][C:19](=O)[CH2:20][C:21](=O)[CH3:22].[CH3:25][C:26]([OH:28])=[O:27].Cl. Product: [CH2:7]([C:4]1[C:3]([CH2:9][C:10]2[CH:11]=[CH:12][C:25]([C:26]([OH:28])=[O:27])=[CH:16][CH:17]=2)=[C:2]2[N:1]=[C:19]([CH3:18])[CH:20]=[C:21]([CH3:22])[N:6]2[N:5]=1)[CH3:8]. The catalyst class is: 6. (3) Reactant: Cl[C:2]1[C:11]([CH:12]2[CH2:16][CH2:15][CH2:14][N:13]2C(OC(C)(C)C)=O)=[CH:10][C:9]2[C:4](=[CH:5][C:6]([F:24])=[CH:7][CH:8]=2)[N:3]=1.[C:25](O)([C:27](F)(F)F)=O. Product: [F:24][C:6]1[CH:5]=[C:4]2[C:9]([CH:10]=[C:11]([CH:12]3[CH2:16][CH2:15][CH2:14][NH:13]3)[C:2]([C:11]3[CH:2]=[N:3][CH:4]=[CH:25][CH:27]=3)=[N:3]2)=[CH:8][CH:7]=1. The catalyst class is: 2.